Dataset: Full USPTO retrosynthesis dataset with 1.9M reactions from patents (1976-2016). Task: Predict the reactants needed to synthesize the given product. (1) Given the product [C:1]([O:5][C:6](=[O:23])[NH:7][CH:8]([C:15]1[CH:20]=[CH:19][C:18]([Cl:21])=[C:17]([Cl:22])[CH:16]=1)[C:9]([C:25]1[CH:37]=[CH:36][C:28]([O:29][CH2:30][CH:31]2[CH2:35][CH2:34][CH2:33][O:32]2)=[CH:27][C:26]=1[F:38])=[O:14])([CH3:2])([CH3:3])[CH3:4], predict the reactants needed to synthesize it. The reactants are: [C:1]([O:5][C:6](=[O:23])[NH:7][CH:8]([C:15]1[CH:20]=[CH:19][C:18]([Cl:21])=[C:17]([Cl:22])[CH:16]=1)[C:9](=[O:14])N(OC)C)([CH3:4])([CH3:3])[CH3:2].Br[C:25]1[CH:37]=[CH:36][C:28]([O:29][CH2:30][CH:31]2[CH2:35][CH2:34][CH2:33][O:32]2)=[CH:27][C:26]=1[F:38]. (2) The reactants are: BrC1C([C@@H](N[C:20](=[O:37])[CH2:21][N:22]2[C:26]3[C:27]([F:32])([F:31])[C@@H:28]4[CH2:30][C@@H:29]4[C:25]=3[C:24]([C:33](F)([F:35])[F:34])=[N:23]2)CC2C=C(F)C=C(F)C=2)=NC(Br)=CC=1.N[C:39]1[CH:40]=[C:41]([C:65]2[CH:66]=[CH:67][C:68]([Cl:80])=[C:69]3[C:73]=2[N:72]([CH3:74])[N:71]=[C:70]3[NH:75][S:76]([CH3:79])(=[O:78])=[O:77])[C:42]([C@@H:54]([NH2:64])[CH2:55][C:56]2[CH:61]=[C:60]([F:62])[CH:59]=[C:58]([F:63])[CH:57]=2)=[N:43][C:44]=1[C:45]#[C:46][C:47]1([OH:53])[CH2:50][C:49]([F:52])([F:51])[CH2:48]1.FC(F)C1C2[C@H]3C[C@H]3C(F)(F)C=2N(CC(O)=O)N=1. Given the product [Cl:80][C:68]1[CH:67]=[CH:66][C:65]([C:41]2[C:42]([C@@H:54]([NH:64][C:20](=[O:37])[CH2:21][N:22]3[C:26]4[C:27]([F:31])([F:32])[C@@H:28]5[CH2:30][C@@H:29]5[C:25]=4[C:24]([CH:33]([F:35])[F:34])=[N:23]3)[CH2:55][C:56]3[CH:57]=[C:58]([F:63])[CH:59]=[C:60]([F:62])[CH:61]=3)=[N:43][C:44]([C:45]#[C:46][C:47]3([OH:53])[CH2:50][C:49]([F:52])([F:51])[CH2:48]3)=[CH:39][CH:40]=2)=[C:73]2[C:69]=1[C:70]([NH:75][S:76]([CH3:79])(=[O:77])=[O:78])=[N:71][N:72]2[CH3:74], predict the reactants needed to synthesize it. (3) Given the product [C:28]([C:24]1[C:25]([O:26][CH3:27])=[C:20]([CH:21]=[C:22]([C:1]([O:4][CH3:5])([O:6][CH3:7])[CH3:8])[CH:23]=1)[NH2:19])([CH3:30])([CH3:29])[CH3:31], predict the reactants needed to synthesize it. The reactants are: [CH:1]([O:6][CH3:7])([O:4][CH3:5])OC.[C:8]1(C)C=CC(S(O)(=O)=O)=CC=1.[NH2:19][C:20]1[CH:21]=[C:22](C(=O)C)[CH:23]=[C:24]([C:28]([CH3:31])([CH3:30])[CH3:29])[C:25]=1[O:26][CH3:27]. (4) Given the product [Cl:1][C:2]1[CH:7]=[CH:6][C:5]([CH:8]([C:19]2[CH:20]=[CH:21][C:22]([S:25]([CH3:28])(=[O:26])=[O:27])=[CH:23][CH:24]=2)[CH2:9][C:10]([C:12]2[CH:13]=[CH:14][C:15](=[O:18])[N:16]([CH2:31][CH2:32][O:33][CH2:34][CH3:35])[CH:17]=2)=[O:11])=[C:4]([CH3:29])[CH:3]=1, predict the reactants needed to synthesize it. The reactants are: [Cl:1][C:2]1[CH:7]=[CH:6][C:5]([CH:8]([C:19]2[CH:24]=[CH:23][C:22]([S:25]([CH3:28])(=[O:27])=[O:26])=[CH:21][CH:20]=2)[CH2:9][C:10]([C:12]2[CH:13]=[CH:14][C:15](=[O:18])[NH:16][CH:17]=2)=[O:11])=[C:4]([CH3:29])[CH:3]=1.Br[CH2:31][CH2:32][O:33][CH2:34][CH3:35].C(=O)([O-])[O-].[K+].[K+]. (5) Given the product [ClH:52].[ClH:52].[F:10][C:11]1[CH:12]=[C:13]([CH:14]=[CH:15][CH:16]=1)[CH2:17][C:18]1[CH:19]=[C:20]2[C:26]3([CH2:27][CH2:28][NH:29][CH2:30][CH2:31]3)[CH2:25][N:24]([C:39]3[C:40]4[C@H:47]([CH3:48])[CH2:46][CH2:45][C:41]=4[N:42]=[CH:43][N:44]=3)[C:21]2=[CH:22][CH:23]=1, predict the reactants needed to synthesize it. The reactants are: C(O)(C(F)(F)F)=O.[BH4-].[Na+].[F:10][C:11]1[CH:12]=[C:13]([CH:17](O)[C:18]2[CH:19]=[C:20]3[C:26]4([CH2:31][CH2:30][N:29](C(OC(C)(C)C)=O)[CH2:28][CH2:27]4)[CH2:25][N:24]([C:39]4[C:40]5[C@H:47]([CH3:48])[CH2:46][CH2:45][C:41]=5[N:42]=[CH:43][N:44]=4)[C:21]3=[CH:22][CH:23]=2)[CH:14]=[CH:15][CH:16]=1.[OH-].[Na+].[ClH:52]. (6) Given the product [C:1]([S:8][CH2:21][C:22]1[S:26][N:25]=[N:24][C:23]=1[CH3:27])(=[O:9])[C:2]1[CH:7]=[CH:6][CH:5]=[CH:4][CH:3]=1, predict the reactants needed to synthesize it. The reactants are: [C:1]([OH:9])(=[S:8])[C:2]1[CH:7]=[CH:6][CH:5]=[CH:4][CH:3]=1.CC(C)([O-])C.[K+].CS(O[CH2:21][C:22]1[S:26][N:25]=[N:24][C:23]=1[CH3:27])(=O)=O.C(=O)([O-])O.[Na+].